Dataset: Forward reaction prediction with 1.9M reactions from USPTO patents (1976-2016). Task: Predict the product of the given reaction. (1) Given the reactants Br[C:2]1[CH:3]=[C:4]2[C:8](=[CH:9][CH:10]=1)[N:7]([CH:11]1[CH2:16][CH2:15][O:14][CH2:13][CH2:12]1)[CH:6]=[CH:5]2.[B:17]1([B:17]2[O:21][C:20]([CH3:23])([CH3:22])[C:19]([CH3:25])([CH3:24])[O:18]2)[O:21][C:20]([CH3:23])([CH3:22])[C:19]([CH3:25])([CH3:24])[O:18]1.C([O-])(=O)C.[K+].C(Cl)Cl, predict the reaction product. The product is: [O:14]1[CH2:15][CH2:16][CH:11]([N:7]2[C:8]3[C:4](=[CH:3][C:2]([B:17]4[O:21][C:20]([CH3:23])([CH3:22])[C:19]([CH3:25])([CH3:24])[O:18]4)=[CH:10][CH:9]=3)[CH:5]=[CH:6]2)[CH2:12][CH2:13]1. (2) Given the reactants Br[C:2]1[CH:7]=[CH:6][CH:5]=[C:4]([Br:8])[CH:3]=1.[CH3:9][O:10][C:11]1[CH:16]=[CH:15][C:14](B(O)O)=[CH:13][CH:12]=1, predict the reaction product. The product is: [Br:8][C:4]1[CH:3]=[C:2]([C:14]2[CH:15]=[CH:16][C:11]([O:10][CH3:9])=[CH:12][CH:13]=2)[CH:7]=[CH:6][CH:5]=1. (3) The product is: [Cl:1][C:2]1[CH:9]=[CH:8][C:5](/[CH:6]=[N:15]/[NH:16][C:17](=[NH:18])[NH2:19])=[CH:4][CH:3]=1. Given the reactants [Cl:1][C:2]1[CH:9]=[CH:8][C:5]([CH:6]=O)=[CH:4][CH:3]=1.Cl.C(=O)(O)O.[NH2:15][NH:16][C:17]([NH2:19])=[NH:18].[OH-].[K+], predict the reaction product.